Dataset: Reaction yield outcomes from USPTO patents with 853,638 reactions. Task: Predict the reaction yield, written as a fraction of the theoretical maximum amount of product (1.0 means a 100% yield; for example, 0.34 means a 34% yield). (1) The reactants are [CH3:1][O:2][C:3]([NH:5][C@H:6]([C:10]([N:12]1[CH2:16][C@@H:15]([CH3:17])[CH2:14][C@H:13]1[C:18]1[NH:22][C:21]2[C:23]3[C:28]([CH:29]=[CH:30][C:20]=2[N:19]=1)=[CH:27][C:26]1[C:31]2[C:36]([CH2:37][O:38][C:25]=1[CH:24]=3)=[CH:35][C:34]([C:39]1[NH:43][C:42]([C@@H:44]3[CH2:48][CH2:47][CH2:46][N:45]3[C:49](OC(C)(C)C)=[O:50])=[N:41][CH:40]=1)=[CH:33][CH:32]=2)=[O:11])[CH:7]([CH3:9])[CH3:8])=[O:4].Cl.[CH3:57][O:58][C:59]([NH:61][C@H:62]([C:66]1[CH:71]=[CH:70][CH:69]=[CH:68][CH:67]=1)C(O)=O)=[O:60].CCOC(C(C#N)=NOC(N1CCOCC1)=[N+](C)C)=O.F[P-](F)(F)(F)(F)F.CCN(C(C)C)C(C)C. The yield is 0.450. The catalyst is C(Cl)Cl.CO.CCOC(C)=O.CN(C=O)C.CO. The product is [CH3:1][O:2][C:3]([NH:5][C@@H:6]([CH:7]([CH3:9])[CH3:8])[C:10]([N:12]1[CH2:16][C@@H:15]([CH3:17])[CH2:14][C@H:13]1[C:18]1[NH:22][C:21]2[C:23]3[C:28]([CH:29]=[CH:30][C:20]=2[N:19]=1)=[CH:27][C:26]1[C:31]2[C:36]([CH2:37][O:38][C:25]=1[CH:24]=3)=[CH:35][C:34]([C:39]1[NH:43][C:42]([C@@H:44]3[CH2:48][CH2:47][CH2:46][N:45]3[C:49](=[O:50])[C@H:62]([NH:61][C:59](=[O:60])[O:58][CH3:57])[C:66]3[CH:71]=[CH:70][CH:69]=[CH:68][CH:67]=3)=[N:41][CH:40]=1)=[CH:33][CH:32]=2)=[O:11])=[O:4]. (2) The reactants are [Cl:1][C:2]1[CH:3]=[N+:4]([O-:40])[CH:5]=[C:6]([Cl:39])[C:7]=1[CH2:8][C@H:9]([O:25][C:26](=[O:38])[CH2:27][O:28][C:29](=[O:37])[C:30]1[CH:35]=[CH:34][C:33](Cl)=[N:32][CH:31]=1)[C:10]1[CH:15]=[CH:14][C:13]([O:16][CH:17]([F:19])[F:18])=[C:12]([O:20][CH2:21][CH:22]2[CH2:24][CH2:23]2)[CH:11]=1.[CH3:41][NH:42][CH3:43]. The catalyst is C1COCC1. The product is [Cl:1][C:2]1[CH:3]=[N+:4]([O-:40])[CH:5]=[C:6]([Cl:39])[C:7]=1[CH2:8][C@@H:9]([C:10]1[CH:15]=[CH:14][C:13]([O:16][CH:17]([F:18])[F:19])=[C:12]([O:20][CH2:21][CH:22]2[CH2:24][CH2:23]2)[CH:11]=1)[O:25][C:26](=[O:38])[CH2:27][O:28][C:29](=[O:37])[C:30]1[CH:35]=[CH:34][C:33]([N:42]([CH3:43])[CH3:41])=[N:32][CH:31]=1. The yield is 0.880. (3) The reactants are [OH-].[Li+].[Br:3][C:4]1[CH:9]=[CH:8][C:7]([CH:10]([O:15][C:16]2[CH:21]=[CH:20][CH:19]=[CH:18][CH:17]=2)[C:11]([O:13]C)=[O:12])=[CH:6][CH:5]=1. The catalyst is O1CCCC1.C1(C)CCC(C(C)C)C(O)C1.O. The product is [Br:3][C:4]1[CH:5]=[CH:6][C:7]([CH:10]([O:15][C:16]2[CH:17]=[CH:18][CH:19]=[CH:20][CH:21]=2)[C:11]([OH:13])=[O:12])=[CH:8][CH:9]=1. The yield is 0.800. (4) The reactants are [F:1][C:2]([F:14])([F:13])[O:3][C:4]1[CH:9]=[CH:8][C:7](B(O)O)=[CH:6][CH:5]=1.[Br:15][C:16]1[CH:21]=[CH:20][C:19]([OH:22])=[CH:18][CH:17]=1.C(N(C(C)C)CC)(C)C.N1C=CC=CC=1. The catalyst is ClCCl.C([O-])(=O)C.[Cu+2].C([O-])(=O)C. The product is [Br:15][C:16]1[CH:21]=[CH:20][C:19]([O:22][C:7]2[CH:8]=[CH:9][C:4]([O:3][C:2]([F:14])([F:13])[F:1])=[CH:5][CH:6]=2)=[CH:18][CH:17]=1. The yield is 0.630. (5) The reactants are [CH3:1][N:2]1[C:6]([CH:7]2[O:12][CH2:11][CH:10]([CH2:13][N:14]3C(=O)C4C(=CC=CC=4)C3=O)[CH2:9][O:8]2)=[C:5]([N+:25]([O-])=O)[CH:4]=[N:3]1.C([O-])=O.[NH4+].[NH2:32][C:33]1[S:37][C:36]([C:38]2[C:43]([F:44])=[CH:42][CH:41]=[CH:40][C:39]=2[F:45])=[N:35][C:34]=1[C:46]([OH:48])=O.CN1CCO[CH2:52][CH2:51]1.CCCP(=O)=O.O.NN. The catalyst is CO.C1COCC1.CCO.[Pd]. The product is [NH2:32][C:33]1[S:37][C:36]([C:38]2[C:39]([F:45])=[CH:40][CH:41]=[CH:42][C:43]=2[F:44])=[N:35][C:34]=1[C:46]([NH:25][C:5]1[CH:4]=[N:3][N:2]([CH3:1])[C:6]=1[CH:7]1[O:8][CH2:9][C:10]([CH2:13][NH2:14])([CH2:51][CH3:52])[CH2:11][O:12]1)=[O:48]. The yield is 0.170.